This data is from B-cell epitopes from IEDB database with 3,159 antigens for binding position prediction. The task is: Token-level Classification. Given an antigen amino acid sequence, predict which amino acid positions are active epitope sites capable of antibody binding. Output is a list of indices for active positions. (1) Given the antigen sequence: MSLLTEVETPIRNEWGCKCNDSSDPLVVAASIIGILHLILWILDRLFFKCIYRLFKHGLKRGPSTEGVPESMREEYRNEQQNAVDADDSHFVSIEL, which amino acid positions are active epitope sites? The epitope positions are: [1, 2, 3, 4, 5, 6, 7, 8, 9, 10, 11, 12, 13, 14, 15, 16, 17, 18, 19, 20... (23 total positions)]. The amino acids at these positions are: SLLTEVETPIRNEWGCKCNDSSD. (2) The epitope positions are: [116, 117, 118, 119, 120, 121, 122, 123, 124, 125, 126, 127, 128, 129, 130, 131, 132, 133, 134, 135]. The amino acids at these positions are: QSIQQSIERLWCRLWPLPFP. Given the antigen sequence: MTEADVNPKPIPSQMPTSPRSCWTLFNSHVTTSSFGKEPMKPPKPSTEASLSYIVMAADAEPLEIILHPPSAVRRQECPLRICALQAGFRTACGVSRPVIACSVTIKEGSQLKQQIQSIQQSIERLWCRLWPLPFPVYCHPVVYILLLACTISTSYYYNCTTSR, which amino acid positions are active epitope sites? (3) Given the antigen sequence: MVRLLLLVSLGLCCLLASADRPPYKSSGIYEEEPQLPGASDLSGGVASDEIGVAPAQAVDERYRLPTTSIPIHYDLHLRTEIHRNERTFTGTVGIQLQVVQATDKLVMHNRGLVMSSAKVSSLPNGVTGAPTLIGDVQYSTDTTFEHITFTSPTILQPGTYLLEVAFQGRLATNDDGFYVSSYVADNGERRYLATTQFESTSARMAFPCYDEPGLKATFTVSITHSLSYKAISNMPQKTTTDIETDMRTTFFEKTPAMSTYLLAFVVSDFQLRLSGAQRVYVRPNAFNEATFALEAGVKILKVLDDHLGIPYDTYMPKLDQIAIPDFAAGAMENWGLVTYREQALLFNPAVSTYRGKTNVATTIAHEYAHQWFGNLVSPEWWEYIWLNEGFATLYEFYALDMAYPGQEYWELFNQQVIQYAMGQDGQASTRPMNWNAATPGEISALFDRVAYDKSGSVLNMMRHVLGDDNWKAGLKAYLTDRALQGAVDEQLYAGLQSAI..., which amino acid positions are active epitope sites? The epitope positions are: [172, 173, 174, 175, 176, 177, 178, 179, 180, 181, 182, 183, 184, 185, 186, 187, 188, 189, 190, 191... (22 total positions)]. The amino acids at these positions are: TNDDGFYVSSYVADNGERRYLA.